This data is from Catalyst prediction with 721,799 reactions and 888 catalyst types from USPTO. The task is: Predict which catalyst facilitates the given reaction. The catalyst class is: 19. Reactant: [N+:1]([C:4]1[C:17]([CH3:18])=[CH:16][C:7]([C:8]([NH:10][CH2:11][C:12]([OH:15])([CH3:14])[CH3:13])=[O:9])=[CH:6][C:5]=1[CH3:19])([O-])=O. Product: [NH2:1][C:4]1[C:5]([CH3:19])=[CH:6][C:7]([C:8]([NH:10][CH2:11][C:12]([OH:15])([CH3:13])[CH3:14])=[O:9])=[CH:16][C:17]=1[CH3:18].